The task is: Predict the reactants needed to synthesize the given product.. This data is from Retrosynthesis with 50K atom-mapped reactions and 10 reaction types from USPTO. (1) Given the product CN(C)C(=O)c1cccc(Nc2nccc(Nc3c(Cl)ccc4c3OCO4)n2)c1, predict the reactants needed to synthesize it. The reactants are: CNC.O=C(Cl)c1cccc(Nc2nccc(Nc3c(Cl)ccc4c3OCO4)n2)c1. (2) Given the product O=C1CO[C@H]2CCCC[C@@H]2N1C1CCN(C2CCC(COCCF)CC2)CC1, predict the reactants needed to synthesize it. The reactants are: O=C1CCC(COCCF)CC1.O=C1CO[C@H]2CCCC[C@@H]2N1C1CCNCC1. (3) Given the product COc1ccc(-c2ccc(Br)cc2)cn1, predict the reactants needed to synthesize it. The reactants are: COc1ccc(Br)cn1.OB(O)c1ccc(Br)cc1. (4) Given the product N#Cc1cc(C=O)ccc1Oc1ccc(Cl)nc1, predict the reactants needed to synthesize it. The reactants are: N#Cc1cc(C=O)ccc1F.Oc1ccc(Cl)nc1. (5) The reactants are: Cc1ccc(-c2c(Cl)ncnc2NS(=O)(=O)CCc2ccccc2)cc1.OCCO. Given the product Cc1ccc(-c2c(NS(=O)(=O)CCc3ccccc3)ncnc2OCCO)cc1, predict the reactants needed to synthesize it. (6) Given the product Cn1c(=O)c(C(=O)O)cc2cc(F)cnc21, predict the reactants needed to synthesize it. The reactants are: CCOC(=O)c1cc2cc(F)cnc2n(C)c1=O. (7) Given the product CC(=O)Nc1c(C)cccc1CCN1CCN(c2nsc3ccccc23)CC1, predict the reactants needed to synthesize it. The reactants are: CC(=O)Cl.Cc1cccc(CCN2CCN(c3nsc4ccccc34)CC2)c1N.